Task: Regression. Given two drug SMILES strings and cell line genomic features, predict the synergy score measuring deviation from expected non-interaction effect.. Dataset: NCI-60 drug combinations with 297,098 pairs across 59 cell lines (1) Drug 1: C1=NC2=C(N1)C(=S)N=CN2. Drug 2: C1CCC(C(C1)N)N.C(=O)(C(=O)[O-])[O-].[Pt+4]. Cell line: MALME-3M. Synergy scores: CSS=18.7, Synergy_ZIP=-5.47, Synergy_Bliss=-3.63, Synergy_Loewe=-2.27, Synergy_HSA=-0.290. (2) Drug 1: CC1=C2C(C(=O)C3(C(CC4C(C3C(C(C2(C)C)(CC1OC(=O)C(C(C5=CC=CC=C5)NC(=O)C6=CC=CC=C6)O)O)OC(=O)C7=CC=CC=C7)(CO4)OC(=O)C)O)C)OC(=O)C. Drug 2: CC(C)CN1C=NC2=C1C3=CC=CC=C3N=C2N. Cell line: SK-MEL-28. Synergy scores: CSS=26.2, Synergy_ZIP=-2.62, Synergy_Bliss=-3.81, Synergy_Loewe=-10.6, Synergy_HSA=-4.01. (3) Drug 1: CC1=C2C(C(=O)C3(C(CC4C(C3C(C(C2(C)C)(CC1OC(=O)C(C(C5=CC=CC=C5)NC(=O)OC(C)(C)C)O)O)OC(=O)C6=CC=CC=C6)(CO4)OC(=O)C)OC)C)OC. Drug 2: CCC1=C2CN3C(=CC4=C(C3=O)COC(=O)C4(CC)O)C2=NC5=C1C=C(C=C5)O. Cell line: HOP-62. Synergy scores: CSS=55.5, Synergy_ZIP=3.17, Synergy_Bliss=3.26, Synergy_Loewe=1.24, Synergy_HSA=5.82. (4) Drug 1: CC1=CC2C(CCC3(C2CCC3(C(=O)C)OC(=O)C)C)C4(C1=CC(=O)CC4)C. Drug 2: CC1=C(C=C(C=C1)NC(=O)C2=CC=C(C=C2)CN3CCN(CC3)C)NC4=NC=CC(=N4)C5=CN=CC=C5. Cell line: RXF 393. Synergy scores: CSS=3.57, Synergy_ZIP=1.20, Synergy_Bliss=1.60, Synergy_Loewe=-4.71, Synergy_HSA=-2.63. (5) Drug 1: CC1=C2C(C(=O)C3(C(CC4C(C3C(C(C2(C)C)(CC1OC(=O)C(C(C5=CC=CC=C5)NC(=O)OC(C)(C)C)O)O)OC(=O)C6=CC=CC=C6)(CO4)OC(=O)C)OC)C)OC. Drug 2: CC1CCC2CC(C(=CC=CC=CC(CC(C(=O)C(C(C(=CC(C(=O)CC(OC(=O)C3CCCCN3C(=O)C(=O)C1(O2)O)C(C)CC4CCC(C(C4)OC)OCCO)C)C)O)OC)C)C)C)OC. Cell line: ACHN. Synergy scores: CSS=40.9, Synergy_ZIP=-3.09, Synergy_Bliss=-3.90, Synergy_Loewe=0.604, Synergy_HSA=4.26. (6) Drug 1: CCN(CC)CCCC(C)NC1=C2C=C(C=CC2=NC3=C1C=CC(=C3)Cl)OC. Drug 2: B(C(CC(C)C)NC(=O)C(CC1=CC=CC=C1)NC(=O)C2=NC=CN=C2)(O)O. Cell line: 786-0. Synergy scores: CSS=35.8, Synergy_ZIP=-5.06, Synergy_Bliss=0.285, Synergy_Loewe=-13.1, Synergy_HSA=-4.37. (7) Drug 1: N.N.Cl[Pt+2]Cl. Drug 2: CC1C(C(CC(O1)OC2CC(CC3=C2C(=C4C(=C3O)C(=O)C5=C(C4=O)C(=CC=C5)OC)O)(C(=O)CO)O)N)O.Cl. Cell line: NCI-H460. Synergy scores: CSS=46.2, Synergy_ZIP=4.25, Synergy_Bliss=-2.42, Synergy_Loewe=-32.5, Synergy_HSA=-1.77. (8) Drug 1: CCC1(CC2CC(C3=C(CCN(C2)C1)C4=CC=CC=C4N3)(C5=C(C=C6C(=C5)C78CCN9C7C(C=CC9)(C(C(C8N6C=O)(C(=O)OC)O)OC(=O)C)CC)OC)C(=O)OC)O.OS(=O)(=O)O. Drug 2: C(CN)CNCCSP(=O)(O)O. Cell line: SW-620. Synergy scores: CSS=3.88, Synergy_ZIP=0.702, Synergy_Bliss=3.88, Synergy_Loewe=-6.86, Synergy_HSA=-1.04. (9) Drug 1: CC1=C(C=C(C=C1)NC(=O)C2=CC=C(C=C2)CN3CCN(CC3)C)NC4=NC=CC(=N4)C5=CN=CC=C5. Drug 2: C1CN(P(=O)(OC1)NCCCl)CCCl. Cell line: LOX IMVI. Synergy scores: CSS=2.87, Synergy_ZIP=-1.64, Synergy_Bliss=-3.25, Synergy_Loewe=-9.06, Synergy_HSA=-5.76. (10) Drug 1: CC1=C(C=C(C=C1)NC2=NC=CC(=N2)N(C)C3=CC4=NN(C(=C4C=C3)C)C)S(=O)(=O)N.Cl. Drug 2: C1=C(C(=O)NC(=O)N1)N(CCCl)CCCl. Cell line: HS 578T. Synergy scores: CSS=23.3, Synergy_ZIP=8.97, Synergy_Bliss=12.5, Synergy_Loewe=4.44, Synergy_HSA=9.93.